This data is from Forward reaction prediction with 1.9M reactions from USPTO patents (1976-2016). The task is: Predict the product of the given reaction. (1) The product is: [CH:8]([C@:11]1([C:17]([N:19]2[CH2:28][CH2:27][C:26]3[C:21](=[CH:22][C:23]([C:29]([F:32])([F:30])[F:31])=[CH:24][CH:25]=3)[CH2:20]2)=[O:18])[CH2:15][CH2:14][C@@H:13]([NH:16][CH:37]2[CH2:38][CH2:39][C:34]([C:41]3[S:42][CH:43]=[CH:44][N:45]=3)([OH:33])[CH2:35][CH2:36]2)[CH2:12]1)([CH3:10])[CH3:9]. Given the reactants OC(C(F)(F)F)=O.[CH:8]([C@:11]1([C:17]([N:19]2[CH2:28][CH2:27][C:26]3[C:21](=[CH:22][C:23]([C:29]([F:32])([F:31])[F:30])=[CH:24][CH:25]=3)[CH2:20]2)=[O:18])[CH2:15][CH2:14][C@@H:13]([NH2:16])[CH2:12]1)([CH3:10])[CH3:9].[OH:33][C:34]1([C:41]2[S:42][CH:43]=[CH:44][N:45]=2)[CH2:39][CH2:38][C:37](=O)[CH2:36][CH2:35]1.C(N(CC)CC)C.C(O[BH-](OC(=O)C)OC(=O)C)(=O)C.[Na+], predict the reaction product. (2) Given the reactants [C:1]1([C:8](OC)=[O:9])([C:4]([O:6][CH3:7])=[O:5])[CH2:3][CH2:2]1.CC(C[AlH]CC(C)C)C.[Cl-].[NH4+].Cl, predict the reaction product. The product is: [CH:8]([C:1]1([C:4]([O:6][CH3:7])=[O:5])[CH2:3][CH2:2]1)=[O:9]. (3) The product is: [Cl:1][C:2]1[CH:3]=[CH:4][C:5]([C:8]2[S:12][C:11]3[C:13](=[O:15])[N:19]([CH2:21][CH2:38][C:35]4[CH:34]=[CH:33][C:32]([CH:30]([N:24]5[CH2:29][CH2:28][CH2:27][CH2:26][CH2:25]5)[CH3:31])=[CH:37][CH:36]=4)[CH:18]=[N:17][C:10]=3[CH:9]=2)=[CH:6][CH:7]=1. Given the reactants [Cl:1][C:2]1[CH:7]=[CH:6][C:5]([C:8]2[S:12][C:11]([C:13]([O:15]C)=O)=[C:10]([N:17]=[CH:18][N:19]([CH3:21])C)[CH:9]=2)=[CH:4][CH:3]=1.Cl.Cl.[N:24]1([CH:30]([C:32]2[CH:37]=[CH:36][C:35]([CH2:38]CN)=[CH:34][CH:33]=2)[CH3:31])[CH2:29][CH2:28][CH2:27][CH2:26][CH2:25]1.C(N(CC)C(C)C)(C)C.C(O)C, predict the reaction product. (4) Given the reactants [F:1][C:2]1[CH:15]=[N:14][C:5]2[N:6]=[CH:7][C:8](=[O:13])[N:9]([CH2:10][CH:11]=C)[C:4]=2[CH:3]=1.I([O-])(=O)(=O)=[O:17].[Na+], predict the reaction product. The product is: [F:1][C:2]1[CH:15]=[N:14][C:5]2[N:6]=[CH:7][C:8](=[O:13])[N:9]([CH2:10][CH:11]=[O:17])[C:4]=2[CH:3]=1. (5) Given the reactants [OH:1][C@@H:2]([C@H:4]1[C:25](=[O:26])[N:6]2[C@@H:7]([C:12]([O:14][CH2:15][C:16]3[CH:21]=[CH:20][C:19]([N+:22]([O-:24])=[O:23])=[CH:18][CH:17]=3)=[O:13])[C:8](=O)[C@H:9]([CH3:10])[C@H:5]12)[CH3:3].[N:27]1[CH:32]=[C:31]([C:33]([C:35]2[N:36]=[CH:37][N:38]3[CH:42]=[C:41]([Sn](CCCC)(CCCC)CCCC)[S:40][C:39]=23)=[O:34])[CH:30]=[N:29][CH:28]=1, predict the reaction product. The product is: [OH:1][C@@H:2]([C@H:4]1[C:25](=[O:26])[N:6]2[C:7]([C:12]([O:14][CH2:15][C:16]3[CH:21]=[CH:20][C:19]([N+:22]([O-:24])=[O:23])=[CH:18][CH:17]=3)=[O:13])=[C:8]([C:41]3[S:40][C:39]4=[C:35]([C:33]([C:31]5[CH:30]=[N:29][CH:28]=[N:27][CH:32]=5)=[O:34])[N:36]=[CH:37][N:38]4[CH:42]=3)[C@H:9]([CH3:10])[C@H:5]12)[CH3:3].